This data is from Reaction yield outcomes from USPTO patents with 853,638 reactions. The task is: Predict the reaction yield, written as a fraction of the theoretical maximum amount of product (1.0 means a 100% yield; for example, 0.34 means a 34% yield). (1) The reactants are [Cl:1][C:2]1[CH:3]=[C:4]2[CH:10]=[CH:9][NH:8][C:5]2=[N:6][CH:7]=1.[OH-].[K+].[CH2:13]([N:15]1[C:19]([CH:20]=[O:21])=[CH:18][C:17]([NH:22][CH2:23][C:24]2[CH:29]=[CH:28][C:27]([F:30])=[CH:26][CH:25]=2)=[N:16]1)[CH3:14]. The catalyst is CO. The product is [Cl:1][C:2]1[CH:3]=[C:4]2[C:10]([C:20]([C:19]3[N:15]([CH2:13][CH3:14])[N:16]=[C:17]([NH:22][CH2:23][C:24]4[CH:29]=[CH:28][C:27]([F:30])=[CH:26][CH:25]=4)[CH:18]=3)=[O:21])=[CH:9][NH:8][C:5]2=[N:6][CH:7]=1. The yield is 0.0200. (2) The reactants are [Cl:1][C:2]1[CH:34]=[CH:33][C:5]([CH2:6][NH:7][C:8]([C:10]2[S:15](=[O:17])(=[O:16])[N:14]([CH3:18])[C:13]3[S:19][C:20]([C:22]#[C:23][CH2:24][O:25]C4CCCCO4)=[CH:21][C:12]=3[C:11]=2[OH:32])=[O:9])=[CH:4][CH:3]=1.O.C1(C)C=CC(S(O)(=O)=O)=CC=1. The catalyst is CO. The product is [Cl:1][C:2]1[CH:34]=[CH:33][C:5]([CH2:6][NH:7][C:8]([C:10]2[S:15](=[O:16])(=[O:17])[N:14]([CH3:18])[C:13]3[S:19][C:20]([C:22]#[C:23][CH2:24][OH:25])=[CH:21][C:12]=3[C:11]=2[OH:32])=[O:9])=[CH:4][CH:3]=1. The yield is 0.520. (3) The product is [N:1]1[CH:5]=[C:4]([CH2:6][N:7]([CH:21]([CH3:23])[CH3:22])[C:8]2[CH:9]=[CH:10][C:11]([O:14][C:15]([F:16])([F:17])[F:18])=[CH:12][CH:13]=2)[NH:3][CH:2]=1. The yield is 0.530. The reactants are [N:1]1[CH:5]=[C:4]([CH2:6][NH:7][C:8]2[CH:13]=[CH:12][C:11]([O:14][C:15]([F:18])([F:17])[F:16])=[CH:10][CH:9]=2)[NH:3][CH:2]=1.CO[C:21]([CH3:23])=[CH2:22].FC(F)(F)C(O)=O.C(O[BH-](OC(=O)C)OC(=O)C)(=O)C.[Na+].[OH-].[Na+]. The catalyst is ClCCCl. (4) The reactants are [NH2:1][C:2]1[N:7]=[CH:6][N:5]=[C:4]([NH:8][C@H:9]([C:11]2[N:16]([C:17]3[CH:22]=[CH:21][CH:20]=[CH:19][CH:18]=3)[C:15](=[O:23])[C:14]3=[C:24]([CH3:27])[CH:25]=[CH:26][N:13]3[N:12]=2)[CH3:10])[C:3]=1Br.[CH2:29]([C:31]1[C:36]([NH:37][S:38]([C:41]2[CH:46]=[CH:45][C:44]([O:47][CH3:48])=[CH:43][CH:42]=2)(=[O:40])=[O:39])=[CH:35][C:34](B2OC(C)(C)C(C)(C)O2)=[CH:33][N:32]=1)[CH3:30].C(=O)([O-])[O-].[Cs+].[Cs+]. No catalyst specified. The product is [NH2:1][C:2]1[C:3]([C:34]2[CH:35]=[C:36]([NH:37][S:38]([C:41]3[CH:42]=[CH:43][C:44]([O:47][CH3:48])=[CH:45][CH:46]=3)(=[O:40])=[O:39])[C:31]([CH2:29][CH3:30])=[N:32][CH:33]=2)=[C:4]([NH:8][C@H:9]([C:11]2[N:16]([C:17]3[CH:22]=[CH:21][CH:20]=[CH:19][CH:18]=3)[C:15](=[O:23])[C:14]3=[C:24]([CH3:27])[CH:25]=[CH:26][N:13]3[N:12]=2)[CH3:10])[N:5]=[CH:6][N:7]=1. The yield is 0.550. (5) The reactants are [Cl:1][C:2]1[CH:3]=[C:4]2[C:8](=[CH:9][CH:10]=1)[N:7]([C:11]1[N:15]([CH3:16])[N:14]=[C:13]([CH3:17])[C:12]=1[C@@H:18]1[CH2:20][C@H:19]1[C:21]([O:23]C(C)(C)C)=[O:22])[CH:6]=[CH:5]2. The catalyst is C(OCC)(=O)C.Cl.C(OCC)(=O)C. The product is [Cl:1][C:2]1[CH:3]=[C:4]2[C:8](=[CH:9][CH:10]=1)[N:7]([C:11]1[N:15]([CH3:16])[N:14]=[C:13]([CH3:17])[C:12]=1[C@@H:18]1[CH2:20][C@H:19]1[C:21]([OH:23])=[O:22])[CH:6]=[CH:5]2. The yield is 0.430. (6) The reactants are [NH2:1][C:2]1[N:3]=[C:4]([CH3:35])[C:5]2=[C:6]([CH2:8][C@H:9]([C:20]3[CH:25]=[CH:24][C:23]([F:26])=[CH:22][C:21]=3[C:27]3[CH:32]=[CH:31][CH:30]=[C:29]([O:33][CH3:34])[N:28]=3)[NH:10]/[C:11]/2=[N:12]\[O:13][CH:14]2[CH2:18][CH2:17][O:16][C:15]2=[O:19])[N:7]=1.[NH3:36].CO. No catalyst specified. The product is [NH2:1][C:2]1[N:3]=[C:4]([CH3:35])[C:5]2=[C:6]([CH2:8][C@H:9]([C:20]3[CH:25]=[CH:24][C:23]([F:26])=[CH:22][C:21]=3[C:27]3[CH:32]=[CH:31][CH:30]=[C:29]([O:33][CH3:34])[N:28]=3)[NH:10]/[C:11]/2=[N:12]\[O:13][CH:14]([CH2:18][CH2:17][OH:16])[C:15]([NH2:36])=[O:19])[N:7]=1. The yield is 0.890.